From a dataset of Full USPTO retrosynthesis dataset with 1.9M reactions from patents (1976-2016). Predict the reactants needed to synthesize the given product. (1) Given the product [CH2:14]([O:15][C:16](=[O:17])[CH2:18][C:22](=[O:23])[C:24]1[CH:25]=[N:26][CH:27]=[N:28][CH:29]=1)[CH3:13], predict the reactants needed to synthesize it. The reactants are: [Li]CCCC.C(NC(C)C)(C)C.[CH3:13][CH2:14][O:15][C:16]([CH3:18])=[O:17].CON(C)[C:22]([C:24]1[CH:25]=[N:26][CH:27]=[N:28][CH:29]=1)=[O:23].Cl. (2) Given the product [CH2:17]([O:16][C:15]1[CH:14]=[N:37][N:36]([CH2:38][CH2:39][OH:40])[CH:6]=1)[C:18]1[CH:19]=[CH:20][CH:21]=[CH:22][CH:23]=1, predict the reactants needed to synthesize it. The reactants are: O=P(Cl)(Cl)Cl.[CH3:6]N(C=O)C.C(O[CH:14](OCC)[CH2:15][O:16][CH2:17][C:18]1[CH:23]=[CH:22][CH:21]=[CH:20][CH:19]=1)C.C([O-])([O-])=O.[Na+].[Na+].C[O-].[Na+].[NH:36]([CH2:38][CH2:39][OH:40])[NH2:37]. (3) Given the product [N:19]([CH:2]1[CH2:17][CH2:16][C:5]2=[C:6]([C:11]([O:13][CH2:14][CH3:15])=[O:12])[S:7][C:8]([S:9][CH3:10])=[C:4]2[C:3]1=[O:18])=[N+:20]=[N-:21], predict the reactants needed to synthesize it. The reactants are: Br[CH:2]1[CH2:17][CH2:16][C:5]2=[C:6]([C:11]([O:13][CH2:14][CH3:15])=[O:12])[S:7][C:8]([S:9][CH3:10])=[C:4]2[C:3]1=[O:18].[N-:19]=[N+:20]=[N-:21].[Na+]. (4) The reactants are: [F:1][C:2]1[CH:7]=[C:6]([F:8])[C:5]([F:9])=[CH:4][C:3]=1[C:10]1[CH:15]=[CH:14][C:13]([OH:16])=[CH:12][CH:11]=1.[CH2:17]([O:19][C:20]([C:22]1[N:23]=[C:24]([CH2:27]Br)[S:25][CH:26]=1)=[O:21])[CH3:18].C(=O)([O-])[O-].[K+].[K+].[I-].[K+]. Given the product [CH2:17]([O:19][C:20]([C:22]1[N:23]=[C:24]([CH2:27][O:16][C:13]2[CH:12]=[CH:11][C:10]([C:3]3[CH:4]=[C:5]([F:9])[C:6]([F:8])=[CH:7][C:2]=3[F:1])=[CH:15][CH:14]=2)[S:25][CH:26]=1)=[O:21])[CH3:18], predict the reactants needed to synthesize it. (5) Given the product [C:12]([O:11][C:5]1[CH:4]=[CH:3][C:2]([NH:1][CH2:19][C:18]2[C:21]([F:31])=[C:22]([F:30])[C:23]([C:26]([F:27])([F:29])[F:28])=[C:24]([F:25])[C:17]=2[F:16])=[CH:10][C:6]=1[C:7]([OH:9])=[O:8])(=[O:15])[CH2:13][CH3:14], predict the reactants needed to synthesize it. The reactants are: [NH2:1][C:2]1[CH:3]=[CH:4][C:5]([O:11][C:12](=[O:15])[CH2:13][CH3:14])=[C:6]([CH:10]=1)[C:7]([OH:9])=[O:8].[F:16][C:17]1[C:24]([F:25])=[C:23]([C:26]([F:29])([F:28])[F:27])[C:22]([F:30])=[C:21]([F:31])[C:18]=1[CH2:19]Br.